Binary Classification. Given a miRNA mature sequence and a target amino acid sequence, predict their likelihood of interaction. From a dataset of Experimentally validated miRNA-target interactions with 360,000+ pairs, plus equal number of negative samples. (1) The miRNA is hsa-miR-6891-3p with sequence CCCUCAUCUUCCCCUCCUUUC. The protein sequence of the target gene is MMRSRSKSPRRPSPTARGANCDVELLKTTTRDREELKCMLEKYERHLAEIQGNVKVLKSERDKIFLLYEQAQEEITRLRREMMKSCKSPKSTTAHAILRRVETERDVAFTDLRRMTTERDSLRERLKIAQETAFNEKAHLEQRIEELECTVHNLDDERMEQMSNMTLMKETISTVEKEMKSLARKAMDTESELGRQKAENNSLRLLYENTEKDLSDTQRHLAKKKYELQLTQEKIMCLDEKIDNFTRQNIAQREEISILGGTLNDLAKEKECLQACLDKKSENIASLGESLAMKEKTISG.... Result: 0 (no interaction). (2) The miRNA is hsa-miR-98-5p with sequence UGAGGUAGUAAGUUGUAUUGUU. The protein sequence of the target gene is MEGTAGTITSNEWSSPTSPEGSTASGGSQALDKPIDNDAEGVWSPDIEQSFQEALAIYPPCGRRKIILSDEGKMYGRNELIARYIKLRTGKTRTRKQVSSHIQVLARRKAREIQAKLKDQAAKDKALQSMAAMSSAQIISATAFHSSMALARGPGRPAVSGFWQGALPGQAGTSHDVKPFSQQTYAVQPPLPLPGFESPAGPAPSPSAPPAPPWQGRSVASSKLWMLEFSAFLEQQQDPDTYNKHLFVHIGQSSPSYSDPYLEAVDIRQIYDKFPEKKGGLKDLFERGPSNAFFLVKFWA.... Result: 1 (interaction). (3) The miRNA is hsa-miR-6783-3p with sequence UUCCUGGGCUUCUCCUCUGUAG. The protein sequence of the target gene is MCTNIVYEWLKALQLPQYAESFVDNGYDDLEVCKQIGDPDLDAIGVLAPAHRRRILEAVRRLREQDANAAGLYFTLEPQPAPPGPPADAVPTGRRGEPCGGPAQGTRGDSRGHTTAPRSRELVSYPKLKLKIMIRDKLVRDGIHLSKPPYSRKVPMAGILEYLMNWPKSSQSR. Result: 1 (interaction). (4) The miRNA is hsa-miR-616-5p with sequence ACUCAAAACCCUUCAGUGACUU. The protein sequence of the target gene is MKVITCEIAWHNKEPVYSLDFQHGTAGRIHRLASAGVDTNVRIWKVEKGPDGKAIVEFLSNLARHTKAVNVVRFSPTGEILASGGDDAVILLWKVNDNKEPEQIAFQDEDEAQLNKENWTVVKTLRGHLEDVYDICWATDGNLMASASVDNTAIIWDVSKGQKISIFNEHKSYVQGVTWDPLGQYVATLSCDRVLRVYSIQKKRVAFNVSKMLSGIGAEGEARSYRMFHDDSMKSFFRRLSFTPDGSLLLTPAGCVESGENVMNTTYVFSRKNLKRPIAHLPCPGKATLAVRCCPVYFEL.... Result: 1 (interaction).